This data is from Catalyst prediction with 721,799 reactions and 888 catalyst types from USPTO. The task is: Predict which catalyst facilitates the given reaction. (1) Reactant: [C:1]([C:3]1[CH:31]=[CH:30][C:6]([CH2:7][C@@:8]2([CH3:29])[N:12]3[C:13]([C:16]([OH:18])=O)=[CH:14][N:15]=[C:11]3[N:10]([C:19]3[CH:24]=[C:23]([Cl:25])[C:22]([F:26])=[C:21]([Cl:27])[CH:20]=3)[C:9]2=[O:28])=[CH:5][CH:4]=1)#[N:2].CN(C(ON1N=NC2C=CC=CC1=2)=[N+](C)C)C.[B-](F)(F)(F)F.CCN(CC)CC.Cl.[NH2:62][C@@H:63]([C@H:83]([OH:85])[CH3:84])[C:64]([NH:66][C:67]1([C:70]2[N:75]=[CH:74][C:73]([C:76]3[C:77]([CH3:82])=[N:78][N:79]([CH3:81])[CH:80]=3)=[CH:72][N:71]=2)[CH2:69][CH2:68]1)=[O:65]. Product: [CH3:81][N:79]1[CH:80]=[C:76]([C:73]2[CH:74]=[N:75][C:70]([C:67]3([NH:66][C:64]([C@@H:63]([NH:62][C:16]([C:13]4[N:12]5[C@@:8]([CH2:7][C:6]6[CH:30]=[CH:31][C:3]([C:1]#[N:2])=[CH:4][CH:5]=6)([CH3:29])[C:9](=[O:28])[N:10]([C:19]6[CH:24]=[C:23]([Cl:25])[C:22]([F:26])=[C:21]([Cl:27])[CH:20]=6)[C:11]5=[N:15][CH:14]=4)=[O:18])[C@H:83]([OH:85])[CH3:84])=[O:65])[CH2:68][CH2:69]3)=[N:71][CH:72]=2)[C:77]([CH3:82])=[N:78]1. The catalyst class is: 1. (2) Reactant: [CH2:1]([N:4]1[CH2:9][CH2:8][N:7]([C:10]2[N:15]=[CH:14][C:13]([O:16][S:17]([C:20]3[CH:25]=[CH:24][C:23]([CH:26]([CH3:28])[CH3:27])=[CH:22][CH:21]=3)(=[O:19])=[O:18])=[CH:12][CH:11]=2)[CH2:6][CH2:5]1)[CH:2]=[CH2:3].[H][H]. Product: [CH2:1]([N:4]1[CH2:9][CH2:8][N:7]([C:10]2[N:15]=[CH:14][C:13]([O:16][S:17]([C:20]3[CH:21]=[CH:22][C:23]([CH:26]([CH3:27])[CH3:28])=[CH:24][CH:25]=3)(=[O:19])=[O:18])=[CH:12][CH:11]=2)[CH2:6][CH2:5]1)[CH2:2][CH3:3]. The catalyst class is: 153. (3) The catalyst class is: 55. Product: [F:1][C:2]1[CH:7]=[C:6]([N:8]2[CH2:12][C@H:11]([CH2:13][N:14]3[CH:18]=[CH:17][N:16]=[N:15]3)[O:10][C:9]2=[O:19])[CH:5]=[CH:4][C:3]=1[C:20]1[CH:21]=[CH:22][C:23]([CH2:26][NH:27][CH2:28][C:29]2[N:30]=[N:31][NH:32][CH:33]=2)=[CH:24][CH:25]=1.[CH2:11]([O:10][C:9](=[O:19])[NH:8][C:6]1[CH:5]=[CH:4][CH:3]=[C:2]([F:1])[CH:7]=1)[C:13]1[CH:6]=[CH:7][CH:2]=[CH:3][CH:4]=1. Reactant: [F:1][C:2]1[CH:7]=[C:6]([N:8]2[CH2:12][C@H:11]([CH2:13][N:14]3[CH:18]=[CH:17][N:16]=[N:15]3)[O:10][C:9]2=[O:19])[CH:5]=[CH:4][C:3]=1[C:20]1[CH:25]=[CH:24][C:23]([CH2:26][NH:27][CH2:28][C:29]2[N:30]=[N:31][N:32](CC3C=CC(OC)=CC=3)[CH:33]=2)=[CH:22][CH:21]=1. (4) Reactant: [CH3:1][N:2]1[C@@H:6]([CH2:7][C:8]2[C:12]3[CH:13]=[C:14]([CH2:17][CH2:18][S:19]([C:22]4[CH:23]=[CH:24][CH:25]=[CH:26][CH:27]=4)(=[O:21])=[O:20])[CH:15]=[CH:16][C:11]=3[NH:10][CH:9]=2)[CH2:5][CH2:4][CH2:3]1.[BrH:28]. Product: [CH3:1][N:2]1[C@@H:6]([CH2:7][C:8]2[C:12]3[CH:13]=[C:14]([CH2:17][CH2:18][S:19]([C:22]4[CH:23]=[CH:24][CH:25]=[CH:26][CH:27]=4)(=[O:20])=[O:21])[CH:15]=[CH:16][C:11]=3[NH:10][CH:9]=2)[CH2:5][CH2:4][CH2:3]1.[OH2:20].[BrH:28]. The catalyst class is: 95. (5) Reactant: [N:1]1[CH:9]=[C:8]2[C:4]([NH:5][CH:6]=[N:7]2)=[N:3][C:2]=1[NH2:10].[H-].[Na+].Cl[CH2:14][C:15]1[N:19]([C:20]2[CH:25]=[CH:24][CH:23]=[CH:22][CH:21]=2)[C:18]2[CH:26]=[C:27]([F:30])[CH:28]=[CH:29][C:17]=2[N:16]=1. Product: [F:30][C:27]1[CH:28]=[CH:29][C:17]2[N:16]=[C:15]([CH2:14][N:5]3[CH:6]=[N:7][C:8]4[C:4]3=[N:3][C:2]([NH2:10])=[N:1][CH:9]=4)[N:19]([C:20]3[CH:25]=[CH:24][CH:23]=[CH:22][CH:21]=3)[C:18]=2[CH:26]=1. The catalyst class is: 3. (6) Reactant: [Br:1][C:2]1[CH:7]=[C:6]([CH3:8])[N:5]=[C:4]([CH3:9])[CH:3]=1.ClC1C=CC=C(C(OO)=[O:18])C=1. Product: [Br:1][C:2]1[CH:7]=[C:6]([CH3:8])[N+:5]([O-:18])=[C:4]([CH3:9])[CH:3]=1. The catalyst class is: 2. (7) Product: [Br:6][C:7]1[CH:8]=[C:9]2[C:10](=[CH:11][C:12]=1[O:13][CH3:14])[CH2:24][N:17]([C:18](=[O:23])[C:19]([F:21])([F:22])[F:20])[CH2:16][CH2:15]2. Reactant: S(=O)(=O)(O)O.[Br:6][C:7]1[CH:8]=[C:9]([CH2:15][CH2:16][NH:17][C:18](=[O:23])[C:19]([F:22])([F:21])[F:20])[CH:10]=[CH:11][C:12]=1[O:13][CH3:14].[CH2:24]=O.O. The catalyst class is: 15. (8) Reactant: [N+:1]([C:4]1[CH:5]=[N:6][CH:7]=[CH:8][C:9]=1[C@@H:10]1[O:15][C@@H:14]2[CH2:16][CH2:17][CH2:18][C@@H:13]2[C:12](=O)[CH2:11]1)([O-:3])=[O:2].[CH2:20]([NH2:27])[C:21]1[CH:26]=[CH:25][CH:24]=[CH:23][CH:22]=1.[Li+].[BH4-]. Product: [CH2:20]([NH:27][C@@H:12]1[CH2:11][C@H:10]([C:9]2[CH:8]=[CH:7][N:6]=[CH:5][C:4]=2[N+:1]([O-:3])=[O:2])[O:15][C@@H:14]2[CH2:16][CH2:17][CH2:18][C@H:13]12)[C:21]1[CH:26]=[CH:25][CH:24]=[CH:23][CH:22]=1. The catalyst class is: 125. (9) Reactant: O[C@H]([C@H](O)CO)CN(C[C@H](O)[C@H](O)CO)[CH2:5][CH2:6][O:7][C:8]1[CH:13]=[CH:12][CH:11]=[CH:10][C:9]=1[CH2:14][CH2:15][CH2:16][CH2:17][NH2:18].[CH2:30]([OH:32])C.C(N(CC)CC)C.I.NC1C(C(NC(=N)SC)=[O:51])=NC(Cl)=C(N)N=1. Product: [OH:51][C@H:5]([CH2:30][OH:32])[CH2:6][O:7][C:8]1[CH:13]=[CH:12][CH:11]=[CH:10][C:9]=1[CH2:14][CH2:15][CH2:16][CH2:17][NH2:18]. The catalyst class is: 282.